This data is from Full USPTO retrosynthesis dataset with 1.9M reactions from patents (1976-2016). The task is: Predict the reactants needed to synthesize the given product. (1) Given the product [Cl:1][C:2]1[CH:10]=[C:9]2[C:5]([CH:6]=[CH:7][N:8]2[C:14]2[CH:15]=[CH:16][CH:17]=[C:12]([Cl:11])[CH:13]=2)=[CH:4][CH:3]=1, predict the reactants needed to synthesize it. The reactants are: [Cl:1][C:2]1[CH:10]=[C:9]2[C:5]([CH:6]=[CH:7][NH:8]2)=[CH:4][CH:3]=1.[Cl:11][C:12]1[CH:17]=[CH:16][CH:15]=[C:14](I)[CH:13]=1. (2) Given the product [C:7]([NH:9][CH2:22][C@H:12]1[N:13]([C:15]([C:31]2[S:32][C:4]3[CH2:28][CH2:27][N:26]([CH3:24])[CH2:29][CH2:30][C:3]=3[CH:2]=2)=[O:17])[CH2:14][C@H:10]([NH:9][C:7]([C:5]2[S:6][C:2]([Cl:1])=[CH:3][CH:4]=2)=[O:8])[CH2:11]1)(=[O:36])[CH3:5], predict the reactants needed to synthesize it. The reactants are: [Cl:1][C:2]1[S:6][C:5]([C:7]([NH:9][C@H:10]2[CH2:14][N:13]([C:15]([O:17]C(C)(C)C)=O)[C@H:12]([CH2:22]O)[CH2:11]2)=[O:8])=[CH:4][CH:3]=1.[CH2:24]([N:26]([CH2:29][CH3:30])[CH2:27][CH3:28])C.[CH3:31][S:32](Cl)(=O)=O.[OH2:36].